From a dataset of Full USPTO retrosynthesis dataset with 1.9M reactions from patents (1976-2016). Predict the reactants needed to synthesize the given product. (1) Given the product [CH3:21][C:18]1[CH:19]=[CH:20][C:15]([C:2]2[CH:10]=[C:9]([N+:11]([O-:13])=[O:12])[CH:8]=[C:4]([C:5]([OH:7])=[O:6])[CH:3]=2)=[CH:16][CH:17]=1, predict the reactants needed to synthesize it. The reactants are: I[C:2]1[CH:3]=[C:4]([CH:8]=[C:9]([N+:11]([O-:13])=[O:12])[CH:10]=1)[C:5]([OH:7])=[O:6].B(O)(O)[C:15]1[CH:16]=[CH:17][C:18]([CH3:21])=[CH:19][CH:20]=1.C([O-])([O-])=O.[Cs+].[Cs+].[OH-].[Na+]. (2) Given the product [Cl:1][C:2]1[CH:3]=[C:4]([C:30]2[CH2:31][CH2:32][C:33](=[O:36])[NH:34][N:35]=2)[CH:5]=[CH:6][C:7]=1[O:8][CH2:9][C:10]([N:12]1[CH2:13][CH2:14][CH:15]([NH:18][CH2:19][CH:20]([OH:29])[CH2:21][O:22][C:23]2[CH:24]=[CH:25][C:26]([C:37]#[N:38])=[CH:27][CH:28]=2)[CH2:16][CH2:17]1)=[O:11], predict the reactants needed to synthesize it. The reactants are: [Cl:1][C:2]1[CH:3]=[C:4]([C:30]2[CH2:31][CH2:32][C:33](=[O:36])[NH:34][N:35]=2)[CH:5]=[CH:6][C:7]=1[O:8][CH2:9][C:10]([N:12]1[CH2:17][CH2:16][CH:15]([NH:18][CH2:19][C@H:20]([OH:29])[CH2:21][O:22][C:23]2[CH:28]=[CH:27][CH:26]=[CH:25][CH:24]=2)[CH2:14][CH2:13]1)=[O:11].[C:37](C1C=CC(O)=CC=1)#[N:38]. (3) Given the product [F:4][C:5]1[CH:6]=[C:7]([C:11](=[O:13])[CH:12]=[N:17][OH:18])[CH:8]=[CH:9][CH:10]=1, predict the reactants needed to synthesize it. The reactants are: [Se](=O)=O.[F:4][C:5]1[CH:6]=[C:7]([C:11](=[O:13])[CH3:12])[CH:8]=[CH:9][CH:10]=1.CC(=[N:17][OH:18])C. (4) The reactants are: [F:1][C:2]1[CH:8]=[C:7]([CH3:9])[C:6]([O:10][C:11]([O:13][CH3:14])=[O:12])=[CH:5][C:3]=1[NH2:4].Cl.[CH2:16]([O:23][C:24]1[CH:33]=[C:32]2[C:27]([C:28]([Cl:34])=[N:29][CH:30]=[N:31]2)=[CH:26][CH:25]=1)[C:17]1[CH:22]=[CH:21][CH:20]=[CH:19][CH:18]=1. Given the product [ClH:34].[CH2:16]([O:23][C:24]1[CH:33]=[C:32]2[C:27]([C:28]([NH:4][C:3]3[CH:5]=[C:6]([O:10][C:11]([O:13][CH3:14])=[O:12])[C:7]([CH3:9])=[CH:8][C:2]=3[F:1])=[N:29][CH:30]=[N:31]2)=[CH:26][CH:25]=1)[C:17]1[CH:18]=[CH:19][CH:20]=[CH:21][CH:22]=1, predict the reactants needed to synthesize it. (5) Given the product [F:1][C:2]1[CH:3]=[C:4]2[N:10]=[CH:9][N:8]([CH2:14][C:15]3[CH:25]=[CH:24][C:18]4[N:19]=[C:20]([S:22][CH3:23])[O:21][C:17]=4[CH:16]=3)[C:5]2=[N:6][CH:7]=1, predict the reactants needed to synthesize it. The reactants are: [F:1][C:2]1[CH:3]=[C:4]2[N:10]=[CH:9][NH:8][C:5]2=[N:6][CH:7]=1.[H-].[Na+].Cl[CH2:14][C:15]1[CH:25]=[CH:24][C:18]2[N:19]=[C:20]([S:22][CH3:23])[O:21][C:17]=2[CH:16]=1.O. (6) Given the product [F:41][C:19]1[CH:20]=[C:21]([NH:24][C:25]([C:27]2[C:28](=[O:40])[N:29]([C:33]3[CH:34]=[CH:35][C:36]([F:39])=[CH:37][CH:38]=3)[N:30]=[CH:31][CH:32]=2)=[O:26])[CH:22]=[CH:23][C:18]=1[O:17][C:16]1[CH:15]=[CH:14][N:13]=[C:12]2[NH:8][N:9]=[C:10]([C:42]3[CH:43]=[N:44][N:45]([CH3:47])[CH:46]=3)[C:11]=12, predict the reactants needed to synthesize it. The reactants are: COC1C=CC(C[N:8]2[C:12]3=[N:13][CH:14]=[CH:15][C:16]([O:17][C:18]4[CH:23]=[CH:22][C:21]([NH:24][C:25]([C:27]5[C:28](=[O:40])[N:29]([C:33]6[CH:38]=[CH:37][C:36]([F:39])=[CH:35][CH:34]=6)[N:30]=[CH:31][CH:32]=5)=[O:26])=[CH:20][C:19]=4[F:41])=[C:11]3[C:10]([C:42]3[CH:43]=[N:44][N:45]([CH3:47])[CH:46]=3)=[N:9]2)=CC=1.C(O)(C(F)(F)F)=O. (7) Given the product [Cl:8][C:9]1[CH:10]=[C:11]2[NH:29][C:28]([O:38][C@@H:39]3[CH2:43][O:42][C@H:41]([C:44]([OH:46])=[O:45])[C@H:40]3[OH:48])=[N:27][C:12]2=[N:13][C:14]=1[C:15]1[CH:20]=[CH:19][C:18]([C:21]2[CH:22]=[CH:23][CH:24]=[CH:25][CH:26]=2)=[CH:17][CH:16]=1, predict the reactants needed to synthesize it. The reactants are: C(O)(C(F)(F)F)=O.[Cl:8][C:9]1[CH:10]=[C:11]2[N:29](COCC[Si](C)(C)C)[C:28]([O:38][C@@H:39]3[CH2:43][O:42][C@H:41]([C:44]([O:46]C)=[O:45])[C@H:40]3[O:48][Si](C(C)(C)C)(C(C)(C)C)O)=[N:27][C:12]2=[N:13][C:14]=1[C:15]1[CH:20]=[CH:19][C:18]([C:21]2[CH:26]=[CH:25][CH:24]=[CH:23][CH:22]=2)=[CH:17][CH:16]=1.ClC1C=C2N(COCC[Si](C)(C)C)C(O[C@@H]3CO[C@H](C(OC)=O)[C@H]3O[Si](C(C)(C)C)(C(C)(C)C)O[Si](C)(C)C)=NC2=NC=1C1C=CC(C2C=CC=CC=2)=CC=1.CCCC[N+](CCCC)(CCCC)CCCC.[F-].C1COCC1. (8) Given the product [C:1]1([C:7]2[N:8]=[C:9]([C:12]3[C:16]([C:17]([O:19][CH2:20][CH3:21])=[O:18])=[CH:15][N:14]([CH2:25][O:26][CH2:27][CH2:28][Si:29]([CH3:32])([CH3:31])[CH3:30])[N:13]=3)[S:10][CH:11]=2)[CH:2]=[CH:3][CH:4]=[CH:5][CH:6]=1, predict the reactants needed to synthesize it. The reactants are: [C:1]1([C:7]2[N:8]=[C:9]([C:12]3[C:16]([C:17]([O:19][CH2:20][CH3:21])=[O:18])=[CH:15][NH:14][N:13]=3)[S:10][CH:11]=2)[CH:6]=[CH:5][CH:4]=[CH:3][CH:2]=1.[H-].[Na+].Cl[CH2:25][O:26][CH2:27][CH2:28][Si:29]([CH3:32])([CH3:31])[CH3:30]. (9) The reactants are: [C:1]1([S:7]([NH:10][CH:11]([CH2:25][C:26]2[CH:34]=[C:33]([Cl:35])[C:32]([O:36]C)=[C:31]3[C:27]=2[CH:28]=[N:29][NH:30]3)[C:12]([NH:14][CH2:15][CH2:16][CH2:17][CH2:18][C:19]2[CH:24]=[CH:23][CH:22]=[CH:21][CH:20]=2)=[O:13])(=[O:9])=[O:8])[CH:6]=[CH:5][CH:4]=[CH:3][CH:2]=1.Cl.[NH+]1C=CC=CC=1. Given the product [C:1]1([S:7]([NH:10][CH:11]([CH2:25][C:26]2[CH:34]=[C:33]([Cl:35])[C:32]([OH:36])=[C:31]3[C:27]=2[CH:28]=[N:29][NH:30]3)[C:12]([NH:14][CH2:15][CH2:16][CH2:17][CH2:18][C:19]2[CH:24]=[CH:23][CH:22]=[CH:21][CH:20]=2)=[O:13])(=[O:9])=[O:8])[CH:6]=[CH:5][CH:4]=[CH:3][CH:2]=1, predict the reactants needed to synthesize it.